This data is from Reaction yield outcomes from USPTO patents with 853,638 reactions. The task is: Predict the reaction yield, written as a fraction of the theoretical maximum amount of product (1.0 means a 100% yield; for example, 0.34 means a 34% yield). (1) The reactants are O[Li].O.O.C([O:7][C:8]([C:10]1([CH2:14][CH2:15][CH2:16][CH2:17][C:18](=[O:32])[CH2:19][CH2:20][CH2:21][CH2:22][C:23]2([C:27]([O:29]CC)=[O:28])[CH2:26][CH2:25][CH2:24]2)[CH2:13][CH2:12][CH2:11]1)=[O:9])C. The catalyst is CCO. The product is [C:27]([C:23]1([CH2:22][CH2:21][CH2:20][CH2:19][C:18](=[O:32])[CH2:17][CH2:16][CH2:15][CH2:14][C:10]2([C:8]([OH:9])=[O:7])[CH2:11][CH2:12][CH2:13]2)[CH2:26][CH2:25][CH2:24]1)([OH:29])=[O:28]. The yield is 0.560. (2) The reactants are [N+:1]([C:4]1[CH:11]=[CH:10][C:7]([CH2:8]Br)=[CH:6][CH:5]=1)([O-:3])=[O:2].[CH3:12][N:13]1[CH2:18][CH2:17][NH:16][CH2:15][CH2:14]1.C(N(CC)CC)C.C(=O)(O)[O-].[Na+]. The catalyst is ClCCl.C(Cl)(Cl)Cl.C(OCC)(=O)C. The product is [CH3:12][N:13]1[CH2:18][CH2:17][N:16]([CH2:8][C:7]2[CH:10]=[CH:11][C:4]([N+:1]([O-:3])=[O:2])=[CH:5][CH:6]=2)[CH2:15][CH2:14]1. The yield is 0.781. (3) The reactants are [NH2:1][C:2]1[C:3]([C:7]2[N:11]([CH2:12][C:13]3[CH:18]=[CH:17][CH:16]=[CH:15][CH:14]=3)[C:10](=[O:19])[O:9][N:8]=2)=[N:4][O:5][N:6]=1.[CH2:20](Br)[C:21]1[CH:26]=[CH:25][CH:24]=[CH:23][CH:22]=1. No catalyst specified. The product is [CH2:12]([N:11]1[C:10](=[O:19])[O:9][N:8]=[C:7]1[C:3]1[C:2]([NH:1][CH2:20][C:21]2[CH:26]=[CH:25][CH:24]=[CH:23][CH:22]=2)=[N:6][O:5][N:4]=1)[C:13]1[CH:18]=[CH:17][CH:16]=[CH:15][CH:14]=1. The yield is 0.150. (4) The reactants are [NH2:1][C:2]1[CH:3]=[C:4]([C:19]2[S:23][C:22]([C:24]([S:27]([NH2:30])(=[O:29])=[O:28])([CH3:26])[CH3:25])=[N:21][CH:20]=2)[CH:5]=[C:6]([NH:8][C:9]2[N:14]=[C:13]([C:15]([F:18])([F:17])[F:16])[CH:12]=[CH:11][N:10]=2)[CH:7]=1.C(N(CC)CC)C.[C:38](Cl)(=[O:40])[CH3:39]. The catalyst is C(Cl)Cl.CO. The product is [S:27]([C:24]([C:22]1[S:23][C:19]([C:4]2[CH:3]=[C:2]([NH:1][C:38](=[O:40])[CH3:39])[CH:7]=[C:6]([NH:8][C:9]3[N:14]=[C:13]([C:15]([F:16])([F:18])[F:17])[CH:12]=[CH:11][N:10]=3)[CH:5]=2)=[CH:20][N:21]=1)([CH3:26])[CH3:25])(=[O:29])(=[O:28])[NH2:30]. The yield is 0.350.